From a dataset of Reaction yield outcomes from USPTO patents with 853,638 reactions. Predict the reaction yield, written as a fraction of the theoretical maximum amount of product (1.0 means a 100% yield; for example, 0.34 means a 34% yield). The reactants are [CH2:1]([O:8][C:9]([NH:11][C:12]1[CH:17]=[CH:16][C:15]([N:18]([CH2:25][CH2:26][CH:27]([CH3:29])[CH3:28])[CH:19]2[CH2:24][CH2:23][NH:22][CH2:21][CH2:20]2)=[CH:14][CH:13]=1)=[O:10])[C:2]1[CH:7]=[CH:6][CH:5]=[CH:4][CH:3]=1.CCN(C(C)C)C(C)C.[N:39]1([C:46]([NH:48][C@@H:49]([CH2:53][CH:54]([CH3:56])[CH3:55])[C:50](O)=[O:51])=[O:47])[CH2:45][CH2:44][CH2:43][CH2:42][CH2:41][CH2:40]1.CN(C(ON1N=NC2C=CC=CC1=2)=[N+](C)C)C.F[P-](F)(F)(F)(F)F. The catalyst is CN(C=O)C.CCOC(C)=O. The product is [CH2:1]([O:8][C:9](=[O:10])[NH:11][C:12]1[CH:17]=[CH:16][C:15]([N:18]([CH:19]2[CH2:24][CH2:23][N:22]([C:50](=[O:51])[C@@H:49]([NH:48][C:46]([N:39]3[CH2:45][CH2:44][CH2:43][CH2:42][CH2:41][CH2:40]3)=[O:47])[CH2:53][CH:54]([CH3:56])[CH3:55])[CH2:21][CH2:20]2)[CH2:25][CH2:26][CH:27]([CH3:29])[CH3:28])=[CH:14][CH:13]=1)[C:2]1[CH:3]=[CH:4][CH:5]=[CH:6][CH:7]=1. The yield is 0.770.